Dataset: Reaction yield outcomes from USPTO patents with 853,638 reactions. Task: Predict the reaction yield, written as a fraction of the theoretical maximum amount of product (1.0 means a 100% yield; for example, 0.34 means a 34% yield). (1) The reactants are [Cl-].[NH4+].[O:3]=[C:4]([N:24]1[CH2:29][CH2:28][N:27]([C:30](=[O:41])[C:31]2[CH:36]=[CH:35][CH:34]=[CH:33][C:32]=2[C:37]([F:40])([F:39])[F:38])[CH2:26][CH2:25]1)[CH2:5][NH:6][C:7]([C:9]1[CH:14]=[CH:13][C:12]([C:15]2[CH:20]=[CH:19][CH:18]=[C:17]([N+:21]([O-])=O)[CH:16]=2)=[CH:11][CH:10]=1)=[O:8]. The catalyst is C1COCC1.O.[Fe]. The product is [O:3]=[C:4]([N:24]1[CH2:25][CH2:26][N:27]([C:30](=[O:41])[C:31]2[CH:36]=[CH:35][CH:34]=[CH:33][C:32]=2[C:37]([F:39])([F:40])[F:38])[CH2:28][CH2:29]1)[CH2:5][NH:6][C:7]([C:9]1[CH:14]=[CH:13][C:12]([C:15]2[CH:20]=[CH:19][CH:18]=[C:17]([NH2:21])[CH:16]=2)=[CH:11][CH:10]=1)=[O:8]. The yield is 0.493. (2) The reactants are [F:1][C:2]([F:7])([F:6])[C:3]([OH:5])=[O:4].[Br:8][C:9]1[CH:10]=[C:11]([N:16]2C(=O)[O:19][N:18]=[C:17]2[C:22]2[C:23]([NH:27][C:28](=O)[C:29]3[CH:34]=[CH:33][C:32]([CH2:35][N:36]4[CH2:41][CH2:40][S:39](=[O:43])(=[O:42])[CH2:38][CH2:37]4)=[CH:31][CH:30]=3)=[N:24][O:25][N:26]=2)[CH:12]=[CH:13][C:14]=1[F:15].C1(C)C=CC=CC=1. The catalyst is O1CCCC1. The product is [F:1][C:2]([F:7])([F:6])[C:3]([OH:5])=[O:4].[Br:8][C:9]1[CH:10]=[C:11]([NH:16][C:17]([C:22]2[C:23]([NH:27][CH2:28][C:29]3[CH:30]=[CH:31][C:32]([CH2:35][N:36]4[CH2:37][CH2:38][S:39](=[O:42])(=[O:43])[CH2:40][CH2:41]4)=[CH:33][CH:34]=3)=[N:24][O:25][N:26]=2)=[N:18][OH:19])[CH:12]=[CH:13][C:14]=1[F:15]. The yield is 0.0500. (3) The product is [F:22][C:14]1[S:13][C:12]([S:9]([NH:8][C@H:3]([CH2:2][OH:1])[C@@H:4]([CH3:7])[CH2:5][CH3:6])(=[O:11])=[O:10])=[CH:16][CH:15]=1. The catalyst is C(#N)C. The reactants are [OH:1][CH2:2][C@@H:3]([NH:8][S:9]([C:12]1[S:13][C:14]([Sn](C)(C)C)=[CH:15][CH:16]=1)(=[O:11])=[O:10])[C@@H:4]([CH3:7])[CH2:5][CH3:6].[B-](F)(F)(F)[F:22].[B-](F)(F)(F)F.C1[N+]2(CCl)CC[N+](F)(CC2)C1.CCOC(C)=O.CCCCCC. The yield is 0.155. (4) The catalyst is CN(C)C=O.O. The reactants are [CH3:1][O:2][C:3](=[O:15])[CH2:4][CH:5]1[C:9]2[CH:10]=[CH:11][C:12]([OH:14])=[CH:13][C:8]=2[O:7][CH2:6]1.Cl[CH2:17][C:18]1[N:19]=[C:20]([C:23]2[CH:28]=[CH:27][CH:26]=[CH:25][CH:24]=2)[S:21][CH:22]=1.C(=O)([O-])[O-].[K+].[K+].Cl. The yield is 0.740. The product is [C:23]1([C:20]2[S:21][CH:22]=[C:18]([CH2:17][O:14][C:12]3[CH:11]=[CH:10][C:9]4[CH:5]([CH2:4][C:3]([O:2][CH3:1])=[O:15])[CH2:6][O:7][C:8]=4[CH:13]=3)[N:19]=2)[CH:24]=[CH:25][CH:26]=[CH:27][CH:28]=1. (5) The reactants are Br[CH2:2][C:3]([C:5]1[CH:6]=[C:7]([CH:12]=[CH:13][CH:14]=1)[C:8]([O:10][CH3:11])=[O:9])=[O:4].[N-:15]=[N+:16]=[N-:17].[Na+]. The catalyst is CN(C=O)C. The product is [N:15]([CH2:2][C:3]([C:5]1[CH:6]=[C:7]([CH:12]=[CH:13][CH:14]=1)[C:8]([O:10][CH3:11])=[O:9])=[O:4])=[N+:16]=[N-:17]. The yield is 0.650. (6) The reactants are C[O:2][C:3](=O)[C:4]1[CH:13]=[CH:12][C:7]([C:8]([O:10][CH3:11])=[O:9])=[CH:6][C:5]=1[C:14]#[N:15]. The catalyst is CO.[Ni]. The product is [CH3:11][O:10][C:8]([C:7]1[CH:6]=[C:5]2[C:4](=[CH:13][CH:12]=1)[C:3](=[O:2])[NH:15][CH2:14]2)=[O:9]. The yield is 0.280. (7) The reactants are [C:1]([O:7][CH2:8][C@H:9]([C:15]1[C:24]([CH3:25])=[CH:23][C:18]2[N:19]=[C:20]([NH2:22])[S:21][C:17]=2[C:16]=1Br)[O:10][C:11]([CH3:14])([CH3:13])[CH3:12])(=[O:6])[C:2]([CH3:5])([CH3:4])[CH3:3].C([O-])([O-])=O.[K+].[K+].[Cl:33][C:34]1[CH:39]=[CH:38][C:37](B(O)O)=[CH:36][CH:35]=1.O1CCOCC1. The catalyst is C1C=CC([P]([Pd]([P](C2C=CC=CC=2)(C2C=CC=CC=2)C2C=CC=CC=2)([P](C2C=CC=CC=2)(C2C=CC=CC=2)C2C=CC=CC=2)[P](C2C=CC=CC=2)(C2C=CC=CC=2)C2C=CC=CC=2)(C2C=CC=CC=2)C2C=CC=CC=2)=CC=1.O. The product is [C:1]([O:7][CH2:8][C@H:9]([C:15]1[C:24]([CH3:25])=[CH:23][C:18]2[N:19]=[C:20]([NH2:22])[S:21][C:17]=2[C:16]=1[C:37]1[CH:38]=[CH:39][C:34]([Cl:33])=[CH:35][CH:36]=1)[O:10][C:11]([CH3:14])([CH3:13])[CH3:12])(=[O:6])[C:2]([CH3:5])([CH3:4])[CH3:3]. The yield is 0.900. (8) The reactants are [Cl:1][CH2:2][CH2:3][CH2:4][O:5][C:6]1[CH:11]=[CH:10][C:9]([C:12](=[S:14])[NH2:13])=[CH:8][CH:7]=1.Br[CH:16]1[C:21](=O)[CH2:20][CH2:19][N:18](C(OC(C)(C)C)=O)[CH2:17]1. The catalyst is C(O)(C)C. The product is [Cl:1][CH2:2][CH2:3][CH2:4][O:5][C:6]1[CH:11]=[CH:10][C:9]([C:12]2[S:14][C:16]3[CH2:17][NH:18][CH2:19][CH2:20][C:21]=3[N:13]=2)=[CH:8][CH:7]=1. The yield is 0.430. (9) The reactants are [O:1]=[C:2]1[N:10](COCC[Si](C)(C)C)[C:9]2[C:4](=[N:5][C:6]([C:19]3[N:23]4[CH:24]=[C:25]([C:28]#[N:29])[CH:26]=[CH:27][C:22]4=[N:21][CH:20]=3)=[N:7][CH:8]=2)[N:3]1[CH:30]1[CH2:35][CH2:34][O:33][CH2:32][CH2:31]1. The catalyst is Cl. The product is [O:1]=[C:2]1[NH:10][C:9]2[C:4](=[N:5][C:6]([C:19]3[N:23]4[CH:24]=[C:25]([C:28]#[N:29])[CH:26]=[CH:27][C:22]4=[N:21][CH:20]=3)=[N:7][CH:8]=2)[N:3]1[CH:30]1[CH2:35][CH2:34][O:33][CH2:32][CH2:31]1. The yield is 0.780. (10) The reactants are [CH:1]([CH:4]1[CH2:8][CH2:7][C:6](=[O:9])[CH2:5]1)([CH3:3])[CH3:2].[Br:10][C:11]1[CH:12]=[CH:13][C:14](O)=[C:15]([C:17](=[O:19])[CH3:18])[CH:16]=1.N1CCCC1. The catalyst is CO. The product is [Br:10][C:11]1[CH:16]=[C:15]2[C:14](=[CH:13][CH:12]=1)[O:9][C:6]1([CH2:7][CH2:8][CH:4]([CH:1]([CH3:3])[CH3:2])[CH2:5]1)[CH2:18][C:17]2=[O:19]. The yield is 0.790.